The task is: Regression. Given two drug SMILES strings and cell line genomic features, predict the synergy score measuring deviation from expected non-interaction effect.. This data is from NCI-60 drug combinations with 297,098 pairs across 59 cell lines. (1) Drug 1: C1C(C(OC1N2C=NC3=C(N=C(N=C32)Cl)N)CO)O. Drug 2: C1=CC=C(C=C1)NC(=O)CCCCCCC(=O)NO. Synergy scores: CSS=32.2, Synergy_ZIP=-8.39, Synergy_Bliss=-2.34, Synergy_Loewe=-1.19, Synergy_HSA=0.122. Cell line: A498. (2) Drug 1: C1=NC2=C(N=C(N=C2N1C3C(C(C(O3)CO)O)F)Cl)N. Drug 2: CC(C)CN1C=NC2=C1C3=CC=CC=C3N=C2N. Cell line: U251. Synergy scores: CSS=6.20, Synergy_ZIP=-3.65, Synergy_Bliss=-2.76, Synergy_Loewe=-0.593, Synergy_HSA=-1.93. (3) Drug 1: C1=NC(=NC(=O)N1C2C(C(C(O2)CO)O)O)N. Drug 2: C1=CN(C=N1)CC(O)(P(=O)(O)O)P(=O)(O)O. Cell line: OVCAR-8. Synergy scores: CSS=28.1, Synergy_ZIP=-8.95, Synergy_Bliss=-1.54, Synergy_Loewe=-5.66, Synergy_HSA=-0.681. (4) Drug 1: CC1C(C(=O)NC(C(=O)N2CCCC2C(=O)N(CC(=O)N(C(C(=O)O1)C(C)C)C)C)C(C)C)NC(=O)C3=C4C(=C(C=C3)C)OC5=C(C(=O)C(=C(C5=N4)C(=O)NC6C(OC(=O)C(N(C(=O)CN(C(=O)C7CCCN7C(=O)C(NC6=O)C(C)C)C)C)C(C)C)C)N)C. Drug 2: CC1=C2C(C(=O)C3(C(CC4C(C3C(C(C2(C)C)(CC1OC(=O)C(C(C5=CC=CC=C5)NC(=O)OC(C)(C)C)O)O)OC(=O)C6=CC=CC=C6)(CO4)OC(=O)C)O)C)O. Cell line: MALME-3M. Synergy scores: CSS=1.41, Synergy_ZIP=4.03, Synergy_Bliss=5.78, Synergy_Loewe=0.893, Synergy_HSA=-0.182. (5) Drug 1: CC1=C(C(=CC=C1)Cl)NC(=O)C2=CN=C(S2)NC3=CC(=NC(=N3)C)N4CCN(CC4)CCO. Drug 2: CC1=C(N=C(N=C1N)C(CC(=O)N)NCC(C(=O)N)N)C(=O)NC(C(C2=CN=CN2)OC3C(C(C(C(O3)CO)O)O)OC4C(C(C(C(O4)CO)O)OC(=O)N)O)C(=O)NC(C)C(C(C)C(=O)NC(C(C)O)C(=O)NCCC5=NC(=CS5)C6=NC(=CS6)C(=O)NCCC[S+](C)C)O. Cell line: M14. Synergy scores: CSS=14.2, Synergy_ZIP=-7.82, Synergy_Bliss=-2.48, Synergy_Loewe=-2.39, Synergy_HSA=-0.770.